From a dataset of Full USPTO retrosynthesis dataset with 1.9M reactions from patents (1976-2016). Predict the reactants needed to synthesize the given product. (1) Given the product [Cl:7][C:8]1[O:12][N:11]=[C:10]([C:13]([N:21]=[N+:22]=[N-:23])=[O:15])[CH:9]=1, predict the reactants needed to synthesize it. The reactants are: C(Cl)(=O)C(Cl)=O.[Cl:7][C:8]1[O:12][N:11]=[C:10]([C:13]([OH:15])=O)[CH:9]=1.CN(C=O)C.[N-:21]=[N+:22]=[N-:23].[Na+]. (2) Given the product [O:1]1[CH2:6][CH2:5][CH:4]([NH:7][C:8]2[CH:15]=[C:14]([C:16]3[C:24]4[CH2:23][C:22]([CH3:25])([CH3:26])[CH2:21][C:20](=[O:27])[C:19]=4[N:18]([CH3:28])[N:17]=3)[CH:13]=[CH:12][C:9]=2[C:10]([NH2:11])=[O:31])[CH2:3][CH2:2]1, predict the reactants needed to synthesize it. The reactants are: [O:1]1[CH2:6][CH2:5][CH:4]([NH:7][C:8]2[CH:15]=[C:14]([C:16]3[C:24]4[CH2:23][C:22]([CH3:26])([CH3:25])[CH2:21][C:20](=[O:27])[C:19]=4[N:18]([CH3:28])[N:17]=3)[CH:13]=[CH:12][C:9]=2[C:10]#[N:11])[CH2:3][CH2:2]1.C([OH:31])C. (3) Given the product [F:1][C:2]1[CH:7]=[C:6]([I:8])[CH:5]=[CH:4][C:3]=1[NH:9][C:10]1[C:18]([CH3:19])=[N:17][CH:16]=[CH:15][C:11]=1[C:12]([NH2:24])=[O:13], predict the reactants needed to synthesize it. The reactants are: [F:1][C:2]1[CH:7]=[C:6]([I:8])[CH:5]=[CH:4][C:3]=1[NH:9][C:10]1[C:18]([CH3:19])=[N:17][CH:16]=[CH:15][C:11]=1[C:12](O)=[O:13].C([O-])(=O)C.[NH4+:24].